Regression. Given two drug SMILES strings and cell line genomic features, predict the synergy score measuring deviation from expected non-interaction effect. From a dataset of NCI-60 drug combinations with 297,098 pairs across 59 cell lines. Drug 1: CC1=C(N=C(N=C1N)C(CC(=O)N)NCC(C(=O)N)N)C(=O)NC(C(C2=CN=CN2)OC3C(C(C(C(O3)CO)O)O)OC4C(C(C(C(O4)CO)O)OC(=O)N)O)C(=O)NC(C)C(C(C)C(=O)NC(C(C)O)C(=O)NCCC5=NC(=CS5)C6=NC(=CS6)C(=O)NCCC[S+](C)C)O. Drug 2: CC1C(C(CC(O1)OC2CC(CC3=C2C(=C4C(=C3O)C(=O)C5=CC=CC=C5C4=O)O)(C(=O)C)O)N)O. Cell line: UACC62. Synergy scores: CSS=64.0, Synergy_ZIP=-7.76, Synergy_Bliss=-3.86, Synergy_Loewe=-0.425, Synergy_HSA=0.650.